This data is from Catalyst prediction with 721,799 reactions and 888 catalyst types from USPTO. The task is: Predict which catalyst facilitates the given reaction. Reactant: [F:1][C:2]1[CH:3]=[C:4]([C:8]2[C:12]([C:13]([OH:15])=O)=[C:11]([CH3:16])[O:10][N:9]=2)[CH:5]=[CH:6][CH:7]=1.Cl.C(N=C=NCCCN(C)C)C.[Cl:29][C:30]1[CH:31]=[C:32]([N:37]2[CH2:42][CH2:41][NH:40][CH2:39][CH2:38]2)[CH:33]=[CH:34][C:35]=1[Cl:36]. Product: [Cl:29][C:30]1[CH:31]=[C:32]([N:37]2[CH2:42][CH2:41][N:40]([C:13]([C:12]3[C:8]([C:4]4[CH:5]=[CH:6][CH:7]=[C:2]([F:1])[CH:3]=4)=[N:9][O:10][C:11]=3[CH3:16])=[O:15])[CH2:39][CH2:38]2)[CH:33]=[CH:34][C:35]=1[Cl:36]. The catalyst class is: 4.